This data is from Full USPTO retrosynthesis dataset with 1.9M reactions from patents (1976-2016). The task is: Predict the reactants needed to synthesize the given product. (1) Given the product [CH3:27][O:28][C:29]1[CH:34]=[CH:33][C:32]([C:2]2[S:6][C:5]([NH:7][C:8]([NH:10][C:11]3[C:16]([CH3:17])=[CH:15][C:14]([CH3:18])=[CH:13][C:12]=3[CH3:19])=[O:9])=[C:4]([C:20]([O:22][C:23]([CH3:26])([CH3:25])[CH3:24])=[O:21])[CH:3]=2)=[CH:31][CH:30]=1, predict the reactants needed to synthesize it. The reactants are: Br[C:2]1[S:6][C:5]([NH:7][C:8]([NH:10][C:11]2[C:16]([CH3:17])=[CH:15][C:14]([CH3:18])=[CH:13][C:12]=2[CH3:19])=[O:9])=[C:4]([C:20]([O:22][C:23]([CH3:26])([CH3:25])[CH3:24])=[O:21])[CH:3]=1.[CH3:27][O:28][C:29]1[CH:34]=[CH:33][C:32](B(O)O)=[CH:31][CH:30]=1.C([O-])([O-])=O.[Na+].[Na+]. (2) Given the product [OH:24][CH2:7][C:8]1[O:22][C:9]2[C:8]([O:22][CH3:23])=[C:7]([O:24][CH3:25])[C:6]([O:26][CH3:27])=[CH:5][C:4]=2[N:1]=1, predict the reactants needed to synthesize it. The reactants are: [N+:1]([C:4]1[C:9](C(OCC2C=CC=CC=2)C([O-])=O)=[C:8]([O:22][CH3:23])[C:7]([O:24][CH3:25])=[C:6]([O:26][CH3:27])[CH:5]=1)([O-])=O. (3) Given the product [Cl:17][C:13]1[CH:14]=[C:15]([Cl:16])[C:8]2[O:7][C:6]([C:4]([OH:5])=[O:3])=[C:10]([CH3:11])[C:9]=2[C:12]=1[O:18][CH3:19], predict the reactants needed to synthesize it. The reactants are: C([O:3][C:4]([C:6]1[O:7][C:8]2[C:15]([Cl:16])=[CH:14][C:13]([Cl:17])=[C:12]([O:18][CH3:19])[C:9]=2[C:10]=1[CH3:11])=[O:5])C.[Li+].[OH-]. (4) Given the product [F:19][C:20]1[CH:21]=[CH:22][C:23]([CH:26]2[CH2:32][CH:31]3[NH:33][CH:28]([CH2:29][CH2:30]3)[CH:27]2[OH:42])=[CH:24][CH:25]=1, predict the reactants needed to synthesize it. The reactants are: C(=O)(OCC(Cl)(Cl)Cl)N.C(=O)([O-])OCC(Cl)(Cl)Cl.[F:19][C:20]1[CH:25]=[CH:24][C:23]([CH:26]2[CH2:32][CH:31]3[N:33](C(OCC(Cl)(Cl)Cl)=O)[CH:28]([CH2:29][CH2:30]3)[CH:27]2[O:42]C(OCC(Cl)(Cl)Cl)=O)=[CH:22][CH:21]=1. (5) The reactants are: [H-].[Li+].[Al+3].[H-].[H-].[H-].[CH3:7][O:8][C:9]1[N:18]=[CH:17][CH:16]=[CH:15][C:10]=1[C:11](OC)=[O:12].O.[OH-].[Na+]. Given the product [CH3:7][O:8][C:9]1[C:10]([CH2:11][OH:12])=[CH:15][CH:16]=[CH:17][N:18]=1, predict the reactants needed to synthesize it. (6) Given the product [CH3:30][O:29][CH:28]([O:31][CH3:32])[C:21]1[CH:20]=[C:19]([C:9]([N:3]2[CH2:4][CH2:5][O:6][CH2:7][CH2:8]2)([C:12]2[CH:13]=[CH:14][CH:15]=[CH:16][CH:17]=2)[C:10]#[N:11])[CH:24]=[CH:23][C:22]=1[N+:25]([O-:27])=[O:26], predict the reactants needed to synthesize it. The reactants are: [H-].[Na+].[N:3]1([CH:9]([C:12]2[CH:17]=[CH:16][CH:15]=[CH:14][CH:13]=2)[C:10]#[N:11])[CH2:8][CH2:7][O:6][CH2:5][CH2:4]1.Cl[C:19]1[CH:24]=[CH:23][C:22]([N+:25]([O-:27])=[O:26])=[C:21]([CH:28]([O:31][CH3:32])[O:29][CH3:30])[CH:20]=1.